Dataset: Reaction yield outcomes from USPTO patents with 853,638 reactions. Task: Predict the reaction yield, written as a fraction of the theoretical maximum amount of product (1.0 means a 100% yield; for example, 0.34 means a 34% yield). The reactants are [CH2:1]([O:8][CH:9]1[CH2:14][CH2:13][CH:12]([O:15][C:16]2[C:21]([F:22])=[CH:20][C:19](Br)=[CH:18][C:17]=2[F:24])[CH2:11][CH2:10]1)[C:2]1[CH:7]=[CH:6][CH:5]=[CH:4][CH:3]=1.[CH3:25][S:26]([C:29]1[CH:34]=[CH:33][C:32](B(O)O)=[CH:31][CH:30]=1)(=[O:28])=[O:27].C([O-])([O-])=O.[Cs+].[Cs+].CCO. The catalyst is O.C1C=CC([P]([Pd]([P](C2C=CC=CC=2)(C2C=CC=CC=2)C2C=CC=CC=2)([P](C2C=CC=CC=2)(C2C=CC=CC=2)C2C=CC=CC=2)[P](C2C=CC=CC=2)(C2C=CC=CC=2)C2C=CC=CC=2)(C2C=CC=CC=2)C2C=CC=CC=2)=CC=1.COCCOC. The product is [CH2:1]([O:8][CH:9]1[CH2:14][CH2:13][CH:12]([O:15][C:16]2[C:21]([F:22])=[CH:20][C:19]([C:32]3[CH:33]=[CH:34][C:29]([S:26]([CH3:25])(=[O:28])=[O:27])=[CH:30][CH:31]=3)=[CH:18][C:17]=2[F:24])[CH2:11][CH2:10]1)[C:2]1[CH:7]=[CH:6][CH:5]=[CH:4][CH:3]=1. The yield is 0.643.